Dataset: Reaction yield outcomes from USPTO patents with 853,638 reactions. Task: Predict the reaction yield, written as a fraction of the theoretical maximum amount of product (1.0 means a 100% yield; for example, 0.34 means a 34% yield). (1) The reactants are [CH:1]([C:3]1[CH:11]=[CH:10][C:6]([C:7](O)=[O:8])=[CH:5][CH:4]=1)=[O:2].S(Cl)(Cl)=O.[CH3:16][NH:17][CH3:18].O. The catalyst is C(Cl)Cl.CN(C=O)C. The product is [CH:1]([C:3]1[CH:11]=[CH:10][C:6]([C:7]([N:17]([CH3:18])[CH3:16])=[O:8])=[CH:5][CH:4]=1)=[O:2]. The yield is 0.530. (2) The reactants are [CH3:1][N:2]([CH2:4][C:5]1[CH:10]=[CH:9][C:8]([NH:11][C:12]2[O:13][CH2:14][C:15](=[O:22])[C:16]=2[C:17]([O:19][CH2:20][CH3:21])=[O:18])=[C:7]([CH3:23])[CH:6]=1)[CH3:3].[NH:24]1[C:32]2[C:27](=[CH:28][CH:29]=[CH:30][N:31]=2)[C:26]([CH:33]=O)=[CH:25]1.N1CCCCC1. The catalyst is C(O)C. The product is [NH:24]1[C:32]2=[N:31][CH:30]=[CH:29][CH:28]=[C:27]2[C:26]([CH:33]=[C:14]2[O:13][C:12]([NH:11][C:8]3[CH:9]=[CH:10][C:5]([CH2:4][N:2]([CH3:1])[CH3:3])=[CH:6][C:7]=3[CH3:23])=[C:16]([C:17]([O:19][CH2:20][CH3:21])=[O:18])[C:15]2=[O:22])=[CH:25]1. The yield is 0.0400. (3) The reactants are [C:1]([O:5][C:6](=[O:40])[N:7]([CH2:9][CH2:10][O:11][CH2:12][C@@H:13]1[C@H:17]([CH2:18][CH2:19][O:20][Si](C(C)(C)C)(C2C=CC=CC=2)C2C=CC=CC=2)[O:16][C:15]([CH3:39])([CH3:38])[O:14]1)[CH3:8])([CH3:4])([CH3:3])[CH3:2].CCCC[N+](CCCC)(CCCC)CCCC.[F-].[Cl-].[NH4+]. The catalyst is C1COCC1. The product is [C:1]([O:5][C:6](=[O:40])[N:7]([CH2:9][CH2:10][O:11][CH2:12][C@@H:13]1[C@H:17]([CH2:18][CH2:19][OH:20])[O:16][C:15]([CH3:39])([CH3:38])[O:14]1)[CH3:8])([CH3:2])([CH3:4])[CH3:3]. The yield is 0.880. (4) The reactants are [CH2:1]([O:3][C:4]1[CH:5]=[C:6]([N:10]2[CH:14]=[C:13]([C:15](OC)=[O:16])[C:12]([CH2:19][CH3:20])=[N:11]2)[CH:7]=[CH:8][CH:9]=1)[CH3:2].[H-].[Al+3].[Li+].[H-].[H-].[H-]. The catalyst is O1CCCC1.C1(C)C=CC=CC=1.[O-2].[O-2].[Mn+4]. The product is [CH2:1]([O:3][C:4]1[CH:5]=[C:6]([N:10]2[CH:14]=[C:13]([CH:15]=[O:16])[C:12]([CH2:19][CH3:20])=[N:11]2)[CH:7]=[CH:8][CH:9]=1)[CH3:2]. The yield is 0.870.